Dataset: NCI-60 drug combinations with 297,098 pairs across 59 cell lines. Task: Regression. Given two drug SMILES strings and cell line genomic features, predict the synergy score measuring deviation from expected non-interaction effect. Drug 1: C1=CN(C=N1)CC(O)(P(=O)(O)O)P(=O)(O)O. Drug 2: C1CNP(=O)(OC1)N(CCCl)CCCl. Cell line: MDA-MB-231. Synergy scores: CSS=6.82, Synergy_ZIP=-0.338, Synergy_Bliss=-0.288, Synergy_Loewe=0.383, Synergy_HSA=0.383.